Regression. Given two drug SMILES strings and cell line genomic features, predict the synergy score measuring deviation from expected non-interaction effect. From a dataset of NCI-60 drug combinations with 297,098 pairs across 59 cell lines. (1) Drug 1: CC12CCC(CC1=CCC3C2CCC4(C3CC=C4C5=CN=CC=C5)C)O. Drug 2: C1=CC=C(C=C1)NC(=O)CCCCCCC(=O)NO. Cell line: SK-MEL-28. Synergy scores: CSS=16.5, Synergy_ZIP=-3.61, Synergy_Bliss=2.28, Synergy_Loewe=-7.30, Synergy_HSA=0.235. (2) Drug 1: CNC(=O)C1=CC=CC=C1SC2=CC3=C(C=C2)C(=NN3)C=CC4=CC=CC=N4. Drug 2: CC1CCCC2(C(O2)CC(NC(=O)CC(C(C(=O)C(C1O)C)(C)C)O)C(=CC3=CSC(=N3)C)C)C. Cell line: SK-MEL-2. Synergy scores: CSS=4.58, Synergy_ZIP=-0.111, Synergy_Bliss=-0.459, Synergy_Loewe=-4.82, Synergy_HSA=-2.40. (3) Drug 1: CC(CN1CC(=O)NC(=O)C1)N2CC(=O)NC(=O)C2. Drug 2: C1=CC=C(C(=C1)C(C2=CC=C(C=C2)Cl)C(Cl)Cl)Cl. Cell line: HT29. Synergy scores: CSS=45.9, Synergy_ZIP=8.62, Synergy_Bliss=9.89, Synergy_Loewe=5.26, Synergy_HSA=9.77. (4) Drug 1: C1CC(=O)NC(=O)C1N2CC3=C(C2=O)C=CC=C3N. Drug 2: CCN(CC)CCNC(=O)C1=C(NC(=C1C)C=C2C3=C(C=CC(=C3)F)NC2=O)C. Cell line: OVCAR-4. Synergy scores: CSS=1.10, Synergy_ZIP=0.150, Synergy_Bliss=-0.351, Synergy_Loewe=-0.960, Synergy_HSA=-1.26. (5) Drug 1: C1=CC(=CC=C1CC(C(=O)O)N)N(CCCl)CCCl.Cl. Drug 2: CCC1=C2CN3C(=CC4=C(C3=O)COC(=O)C4(CC)O)C2=NC5=C1C=C(C=C5)O. Cell line: UO-31. Synergy scores: CSS=21.9, Synergy_ZIP=-9.13, Synergy_Bliss=-5.44, Synergy_Loewe=-26.3, Synergy_HSA=-3.74. (6) Drug 1: CC12CCC3C(C1CCC2=O)CC(=C)C4=CC(=O)C=CC34C. Drug 2: C1=C(C(=O)NC(=O)N1)F. Cell line: HS 578T. Synergy scores: CSS=64.6, Synergy_ZIP=3.60, Synergy_Bliss=4.01, Synergy_Loewe=5.24, Synergy_HSA=6.64. (7) Drug 1: C1=NC2=C(N=C(N=C2N1C3C(C(C(O3)CO)O)O)F)N. Drug 2: C1=NC2=C(N1)C(=S)N=CN2. Cell line: NCIH23. Synergy scores: CSS=39.5, Synergy_ZIP=-9.46, Synergy_Bliss=-0.901, Synergy_Loewe=-6.96, Synergy_HSA=1.43. (8) Drug 1: C1CCC(C1)C(CC#N)N2C=C(C=N2)C3=C4C=CNC4=NC=N3. Drug 2: C1=CN(C=N1)CC(O)(P(=O)(O)O)P(=O)(O)O. Cell line: MDA-MB-435. Synergy scores: CSS=-6.68, Synergy_ZIP=4.77, Synergy_Bliss=5.49, Synergy_Loewe=3.72, Synergy_HSA=-0.779.